This data is from Full USPTO retrosynthesis dataset with 1.9M reactions from patents (1976-2016). The task is: Predict the reactants needed to synthesize the given product. (1) Given the product [CH3:1][O:2][C:3](=[O:23])[CH:4]=[CH:5][C:6]1[CH:11]=[CH:10][C:9]([NH:12][CH2:13][CH2:14][N:15]([CH2:16][CH3:17])[CH2:18][CH3:19])=[C:8]([NH2:20])[CH:7]=1, predict the reactants needed to synthesize it. The reactants are: [CH3:1][O:2][C:3](=[O:23])[CH:4]=[CH:5][C:6]1[CH:11]=[CH:10][C:9]([NH:12][CH2:13][CH2:14][N:15]([CH2:18][CH3:19])[CH2:16][CH3:17])=[C:8]([N+:20]([O-])=O)[CH:7]=1. (2) The reactants are: [C:1]([O:5][C:6]([N:8]1[CH2:13][CH:12]=[C:11](OS(C(F)(F)F)(=O)=O)[CH2:10][CH2:9]1)=[O:7])([CH3:4])([CH3:3])[CH3:2].Cl.[NH2:23][C:24]1[CH:29]=[CH:28][C:27](B(O)O)=[CH:26][CH:25]=1.C([O-])([O-])=O.[K+].[K+]. Given the product [C:1]([O:5][C:6]([N:8]1[CH2:13][CH:12]=[C:11]([C:27]2[CH:28]=[CH:29][C:24]([NH2:23])=[CH:25][CH:26]=2)[CH2:10][CH2:9]1)=[O:7])([CH3:4])([CH3:3])[CH3:2], predict the reactants needed to synthesize it. (3) Given the product [C:26]([C:4]1[CH:3]=[C:2]([NH:1][C:48]([NH:45][C:32]2[CH:33]=[CH:34][C:35]([O:37][C:38]3[CH:43]=[CH:42][N:41]=[C:40]([CH3:44])[CH:39]=3)=[CH:36][C:31]=2[F:30])=[O:49])[N:6]([C:7]2[CH:12]=[CH:11][C:10]([S:13]([NH:16][CH2:17][CH2:18][N:19]3[CH2:20][CH2:21][O:22][CH2:23][CH2:24]3)(=[O:15])=[O:14])=[C:9]([CH3:25])[CH:8]=2)[N:5]=1)([CH3:29])([CH3:28])[CH3:27], predict the reactants needed to synthesize it. The reactants are: [NH2:1][C:2]1[N:6]([C:7]2[CH:12]=[CH:11][C:10]([S:13]([NH:16][CH2:17][CH2:18][N:19]3[CH2:24][CH2:23][O:22][CH2:21][CH2:20]3)(=[O:15])=[O:14])=[C:9]([CH3:25])[CH:8]=2)[N:5]=[C:4]([C:26]([CH3:29])([CH3:28])[CH3:27])[CH:3]=1.[F:30][C:31]1[CH:36]=[C:35]([O:37][C:38]2[CH:43]=[CH:42][N:41]=[C:40]([CH3:44])[CH:39]=2)[CH:34]=[CH:33][C:32]=1[NH2:45].C1C[O:49][CH2:48]C1. (4) The reactants are: [Br:1][C:2]1[CH:7]=[CH:6][C:5]([C:8]2[O:9][CH:10]=[C:11]([CH2:13]Cl)[N:12]=2)=[CH:4][CH:3]=1.[NH:15]1[CH2:19][CH2:18][CH2:17][CH2:16]1. Given the product [Br:1][C:2]1[CH:7]=[CH:6][C:5]([C:8]2[O:9][CH:10]=[C:11]([CH2:13][N:15]3[CH2:19][CH2:18][CH2:17][CH2:16]3)[N:12]=2)=[CH:4][CH:3]=1, predict the reactants needed to synthesize it. (5) The reactants are: [CH3:1][O:2][C:3]1[CH:9]=[CH:8][C:6]([NH2:7])=[C:5]([C:10]2[S:11][CH:12]=[CH:13][N:14]=2)[CH:4]=1.[CH3:15][C:16]1[O:20][N:19]=[C:18]([NH:21][C:22](=O)[O:23]C2C=CC=CC=2)[CH:17]=1. Given the product [CH3:1][O:2][C:3]1[CH:9]=[CH:8][C:6]([NH:7][C:22]([NH:21][C:18]2[CH:17]=[C:16]([CH3:15])[O:20][N:19]=2)=[O:23])=[C:5]([C:10]2[S:11][CH:12]=[CH:13][N:14]=2)[CH:4]=1, predict the reactants needed to synthesize it. (6) The reactants are: [CH:1]1([C:5]2[C:13]([C:14]3[NH:15][C:16]([CH2:19][CH3:20])=[CH:17][N:18]=3)=[CH:12][C:8]([C:9]([OH:11])=O)=[C:7]([CH3:21])[CH:6]=2)[CH2:4][CH2:3][CH2:2]1.Cl.[NH:23]1[CH2:28][CH2:27][CH:26]([C:29]2[CH:36]=[CH:35][C:32]([C:33]#[N:34])=[CH:31][CH:30]=2)[CH2:25][CH2:24]1.CCN=C=NCCCN(C)C.Cl. Given the product [CH:1]1([C:5]2[C:13]([C:14]3[NH:15][C:16]([CH2:19][CH3:20])=[CH:17][N:18]=3)=[CH:12][C:8]([C:9]([N:23]3[CH2:28][CH2:27][CH:26]([C:29]4[CH:36]=[CH:35][C:32]([C:33]#[N:34])=[CH:31][CH:30]=4)[CH2:25][CH2:24]3)=[O:11])=[C:7]([CH3:21])[CH:6]=2)[CH2:4][CH2:3][CH2:2]1, predict the reactants needed to synthesize it.